Task: Predict which catalyst facilitates the given reaction.. Dataset: Catalyst prediction with 721,799 reactions and 888 catalyst types from USPTO (1) Reactant: [S:1]([O:8]S(C(F)(F)F)(=O)=O)([C:4]([F:7])([F:6])[F:5])(=[O:3])=[O:2].O[C:17]1[CH:18]=[C:19]2[C:22](=[CH:23][CH:24]=1)[CH:21]([C:25]#[N:26])[CH2:20]2.C(N(CC)CC)C.O. The catalyst class is: 4. Product: [F:5][C:4]([F:7])([F:6])[S:1]([O:8][C:17]1[CH:18]=[C:19]2[C:22](=[CH:23][CH:24]=1)[CH:21]([C:25]#[N:26])[CH2:20]2)(=[O:3])=[O:2]. (2) Reactant: [CH2:1]([N:3]1[C:7]2=[N:8][C:9]([CH2:42][CH3:43])=[C:10]([CH2:19][NH:20][C:21](=[O:41])[CH2:22][C:23]([NH:25][CH2:26][C:27]3[CH:28]=[C:29]([C:33]4[CH:38]=[CH:37][CH:36]=[C:35]([CH:39]=O)[CH:34]=4)[CH:30]=[CH:31][CH:32]=3)=[O:24])[C:11]([NH:12][CH:13]3[CH2:18][CH2:17][O:16][CH2:15][CH2:14]3)=[C:6]2[CH:5]=[N:4]1)[CH3:2].[CH:44]12[CH2:50][CH:47]([NH:48][CH2:49]1)[CH2:46][N:45]2C(OC(C)(C)C)=O.[BH-](OC(C)=O)(OC(C)=O)OC(C)=O.[Na+].CC(O)=O.C(O)(C(F)(F)F)=O. Product: [CH:44]12[CH2:50][CH:47]([NH:48][CH2:49]1)[CH2:46][N:45]2[CH2:39][C:35]1[CH:34]=[C:33]([C:29]2[CH:30]=[CH:31][CH:32]=[C:27]([CH2:26][NH:25][C:23](=[O:24])[CH2:22][C:21]([NH:20][CH2:19][C:10]3[C:11]([NH:12][CH:13]4[CH2:18][CH2:17][O:16][CH2:15][CH2:14]4)=[C:6]4[CH:5]=[N:4][N:3]([CH2:1][CH3:2])[C:7]4=[N:8][C:9]=3[CH2:42][CH3:43])=[O:41])[CH:28]=2)[CH:38]=[CH:37][CH:36]=1. The catalyst class is: 633. (3) Product: [CH3:10][C:11]1[CH:16]=[C:15]([C:17]2[NH:26][C:25](=[O:27])[C:24]3[C:19](=[CH:20][C:21]([O:9][CH2:8][CH2:7][O:6][CH:3]([CH3:5])[CH3:4])=[CH:22][C:23]=3[O:28][CH3:29])[N:18]=2)[CH:14]=[C:13]([CH3:31])[N:12]=1. Reactant: [H-].[Na+].[CH:3]([O:6][CH2:7][CH2:8][OH:9])([CH3:5])[CH3:4].[CH3:10][C:11]1[CH:16]=[C:15]([C:17]2[NH:26][C:25](=[O:27])[C:24]3[C:19](=[CH:20][C:21](F)=[CH:22][C:23]=3[O:28][CH3:29])[N:18]=2)[CH:14]=[C:13]([CH3:31])[N:12]=1.O. The catalyst class is: 16. (4) Reactant: C(O)(C(F)(F)F)=O.[I:8][C:9]1[NH:13][C:12]([C@@H:14]2[CH2:19][C@@H:18]3[C@@H:16]([CH2:17]3)[N:15]2C(OC(C)(C)C)=O)=[N:11][CH:10]=1. Product: [I:8][C:9]1[NH:13][C:12]([C@@H:14]2[CH2:19][C@@H:18]3[C@@H:16]([CH2:17]3)[NH:15]2)=[N:11][CH:10]=1. The catalyst class is: 2.